Dataset: Forward reaction prediction with 1.9M reactions from USPTO patents (1976-2016). Task: Predict the product of the given reaction. (1) The product is: [CH3:24][O:23][C:21]1[CH:20]=[CH:19][C:15]2[N:16]=[C:17]([CH3:18])[C:12]3[N:13]([C:9]([C:4]4[C:3]([CH3:2])=[CH:29][S:30][CH:5]=4)=[N:10][C:11]=3[CH3:25])[C:14]=2[N:22]=1. Given the reactants Cl[C:2]1[CH:3]=[C:4]([C:9]2[N:13]3[C:14]4[N:22]=[C:21]([O:23][CH3:24])[CH:20]=[CH:19][C:15]=4[N:16]=[C:17]([CH3:18])[C:12]3=[C:11]([CH3:25])[N:10]=2)[CH:5]=C(Cl)C=1.CC1C(B(O)O)=[CH:29][S:30]C=1.C([O-])([O-])=O.[K+].[K+], predict the reaction product. (2) Given the reactants [C:1]1([NH2:8])[CH:6]=[CH:5][CH:4]=[CH:3][C:2]=1[NH2:7].CS(O[CH2:14][CH2:15][CH2:16][CH2:17][O:18][CH3:19])(=O)=O.C(=O)([O-])[O-].[K+].[K+].O, predict the reaction product. The product is: [CH3:19][O:18][CH2:17][CH2:16][CH2:15][CH2:14][NH:7][C:2]1[C:1]([NH2:8])=[CH:6][CH:5]=[CH:4][CH:3]=1. (3) Given the reactants [Br-].[CH2:2]([P+](C1C=CC=CC=1)(C1C=CC=CC=1)C1C=CC=CC=1)[C:3]1[CH:8]=[CH:7][CH:6]=[CH:5][CH:4]=1.C1CCN2C(=NCCC2)CC1.[CH2:39]([O:46][C:47]1[CH:48]=[C:49]2[C:53](=[CH:54][CH:55]=1)[N:52]([CH3:56])[C:51]([CH:57]=O)=[CH:50]2)[C:40]1[CH:45]=[CH:44][CH:43]=[CH:42][CH:41]=1, predict the reaction product. The product is: [CH2:39]([O:46][C:47]1[CH:48]=[C:49]2[C:53](=[CH:54][CH:55]=1)[N:52]([CH3:56])[C:51]([CH:57]=[CH:2][C:3]1[CH:4]=[CH:5][CH:6]=[CH:7][CH:8]=1)=[CH:50]2)[C:40]1[CH:41]=[CH:42][CH:43]=[CH:44][CH:45]=1. (4) Given the reactants Cl[C:2]1[N:7]=[CH:6][N:5]=[C:4]([N:8]2[C:12]3[CH:13]=[CH:14][CH:15]=[CH:16][C:11]=3[N:10]=[C:9]2[NH:17][C:18]2[C:23]([Cl:24])=[C:22]([O:25][CH3:26])[CH:21]=[C:20]([O:27][CH3:28])[C:19]=2[Cl:29])[CH:3]=1.[CH2:30]([N:32]1[CH2:37][CH2:36][N:35]([C:38]2[CH:44]=[CH:43][C:41]([NH2:42])=[CH:40][CH:39]=2)[CH2:34][CH2:33]1)[CH3:31].FC(F)(F)C(O)=O, predict the reaction product. The product is: [Cl:24][C:23]1[C:22]([O:25][CH3:26])=[CH:21][C:20]([O:27][CH3:28])=[C:19]([Cl:29])[C:18]=1[NH:17][C:9]1[N:8]([C:4]2[CH:3]=[C:2]([NH:42][C:41]3[CH:40]=[CH:39][C:38]([N:35]4[CH2:34][CH2:33][N:32]([CH2:30][CH3:31])[CH2:37][CH2:36]4)=[CH:44][CH:43]=3)[N:7]=[CH:6][N:5]=2)[C:12]2[CH:13]=[CH:14][CH:15]=[CH:16][C:11]=2[N:10]=1. (5) Given the reactants [Cl:1][C:2]1[CH:9]=[C:8]([Cl:10])[CH:7]=[CH:6][C:3]=1[CH:4]=O.C[Si]([C:15]#[N:16])(C)C.CCN(S(F)(F)[F:23])CC, predict the reaction product. The product is: [Cl:1][C:2]1[CH:9]=[C:8]([Cl:10])[CH:7]=[CH:6][C:3]=1[CH:4]([F:23])[C:15]#[N:16]. (6) Given the reactants CS([C:5]1[N:10]=[C:9]([C:11]2[CH:16]=[CH:15][CH:14]=[C:13]([CH3:17])[N:12]=2)[CH:8]=[CH:7][N:6]=1)(=O)=O.[O:18]1CCOCC1, predict the reaction product. The product is: [CH3:17][C:13]1[N:12]=[C:11]([C:9]2[CH:8]=[CH:7][NH:6][C:5](=[O:18])[N:10]=2)[CH:16]=[CH:15][CH:14]=1. (7) Given the reactants [OH:1][CH2:2][CH2:3][NH:4][C:5]1[C:14]([N+:15]([O-])=O)=[CH:13][CH:12]=[CH:11][C:6]=1[C:7]([O:9][CH3:10])=[O:8], predict the reaction product. The product is: [NH2:15][C:14]1[C:5]([NH:4][CH2:3][CH2:2][OH:1])=[C:6]([CH:11]=[CH:12][CH:13]=1)[C:7]([O:9][CH3:10])=[O:8].